Task: Predict the product of the given reaction.. Dataset: Forward reaction prediction with 1.9M reactions from USPTO patents (1976-2016) (1) Given the reactants [CH3:1][C:2]1[CH:16]=[CH:15][C:5]([C:6]([C:8]2[CH:13]=[CH:12][C:11]([CH3:14])=[CH:10][CH:9]=2)=O)=[CH:4][CH:3]=1, predict the reaction product. The product is: [C:11]1([CH3:14])[CH:10]=[CH:9][C:8]([C:6]([C:5]2[CH:4]=[CH:3][C:2]([CH3:1])=[CH:16][CH:15]=2)=[C:6]([C:8]2[CH:13]=[CH:12][C:11]([CH3:14])=[CH:10][CH:9]=2)[C:5]2[CH:15]=[CH:16][C:2]([CH3:1])=[CH:3][CH:4]=2)=[CH:13][CH:12]=1. (2) Given the reactants O.[NH2:2][NH2:3].[Cl:4][C:5]1[CH:10]=[CH:9][CH:8]=[C:7]([F:11])[C:6]=1[C:12]1[C:13](=O)[O:14][C:15](O)([CH3:24])[C:16]=1[C:17]1[CH:18]=[N:19][C:20]([Cl:23])=[CH:21][CH:22]=1.COC(C)(C)C, predict the reaction product. The product is: [Cl:4][C:5]1[CH:10]=[CH:9][CH:8]=[C:7]([F:11])[C:6]=1[C:12]1[C:13](=[O:14])[NH:2][N:3]=[C:15]([CH3:24])[C:16]=1[C:17]1[CH:18]=[N:19][C:20]([Cl:23])=[CH:21][CH:22]=1. (3) The product is: [C:1]([C:3]1[NH:16][C:6]2=[N:7][CH:8]=[C:9]([C:11]([OH:13])=[O:12])[CH:10]=[C:5]2[CH:4]=1)#[N:2]. Given the reactants [C:1]([C:3]1[NH:16][C:6]2=[N:7][CH:8]=[C:9]([C:11]([O:13]CC)=[O:12])[CH:10]=[C:5]2[CH:4]=1)#[N:2].CO.O1CCCC1.[OH-].[Li+], predict the reaction product. (4) The product is: [CH2:1]([O:3][C:4]([CH:6]1[CH2:7][CH2:8][N:9]([CH2:17][C:18]2[CH:19]=[CH:20][CH:21]=[CH:22][CH:23]=2)[CH2:10][CH:11]1[C:12]1[CH:16]=[CH:15][S:14][CH:13]=1)=[O:5])[CH3:2]. Given the reactants [CH2:1]([O:3][C:4]([C:6]1[CH2:7][CH2:8][N:9]([CH2:17][C:18]2[CH:23]=[CH:22][CH:21]=[CH:20][CH:19]=2)[CH2:10][C:11]=1[C:12]1[CH:16]=[CH:15][S:14][CH:13]=1)=[O:5])[CH3:2], predict the reaction product. (5) Given the reactants [C:1]([C:5]1[N:6]=[C:7]([N:16]2[CH2:20][CH2:19][C:18]([F:22])([F:21])[CH2:17]2)[C:8]2[C:9](=[N:11][N:12]([CH2:14][CH3:15])[N:13]=2)[N:10]=1)([CH3:4])([CH3:3])[CH3:2].C(C1N=C(N2CCC(F)(F)C2)C2N=NNC=2N=1)(C)(C)C.BrC[C:45]1[CH:50]=[CH:49][CH:48]=C[C:46]=1[C:51]([F:54])([F:53])[F:52], predict the reaction product. The product is: [C:1]([C:5]1[N:6]=[C:7]([N:16]2[CH2:20][CH2:19][C:18]([F:21])([F:22])[CH2:17]2)[C:8]2[C:9](=[N:11][N:12]([CH2:14][C:15]3[CH:48]=[CH:49][CH:50]=[CH:45][C:46]=3[C:51]([F:54])([F:53])[F:52])[N:13]=2)[N:10]=1)([CH3:2])([CH3:3])[CH3:4]. (6) Given the reactants C(OC([N:8]([C@@H:10]1[CH2:14][CH2:13][N:12]([S:15]([C:18]2[C:19]3[C:20]([Br:29])=[CH:21][N:22]=[C:23]([Cl:28])[C:24]=3[CH:25]=[CH:26][CH:27]=2)(=[O:17])=[O:16])[CH2:11]1)[CH3:9])=O)(C)(C)C.C([O:34]C(N([C@@H]1CCNC1)C)=O)(C)(C)C.C(OC(N([C@H]1CCNC1)C)=O)(C)(C)C, predict the reaction product. The product is: [OH:34][C:23]1[C:24]2[CH:25]=[CH:26][CH:27]=[C:18]([S:15]([N:12]3[CH2:13][CH2:14][C@@H:10]([NH:8][CH3:9])[CH2:11]3)(=[O:17])=[O:16])[C:19]=2[C:20]([Br:29])=[CH:21][N:22]=1.[ClH:28]. (7) Given the reactants [NH2:1][C:2]1[N:10]=[CH:9][CH:8]=[CH:7][C:3]=1[C:4]([OH:6])=O.ON1C2C=CC=CC=2N=N1.CCN=C=NCCCN(C)C.[F:32][C:33]1[CH:34]=[C:35]([CH:45]=[CH:46][CH:47]=1)[O:36][C:37]1[CH:44]=[CH:43][C:40]([CH2:41][NH2:42])=[CH:39][CH:38]=1.C(=O)(O)[O-].[Na+], predict the reaction product. The product is: [F:32][C:33]1[CH:34]=[C:35]([CH:45]=[CH:46][CH:47]=1)[O:36][C:37]1[CH:44]=[CH:43][C:40]([CH2:41][NH:42][C:4](=[O:6])[C:3]2[CH:7]=[CH:8][CH:9]=[N:10][C:2]=2[NH2:1])=[CH:39][CH:38]=1. (8) Given the reactants [O:1]1[CH2:5][CH2:4][CH:3]([C:6](=O)[CH2:7][CH3:8])[CH2:2]1.[NH2:10][C:11]1[CH:16]=[CH:15][C:14]([N+:17]([O-:19])=[O:18])=[CH:13][N:12]=1, predict the reaction product. The product is: [CH3:8][C:7]1[N:12]2[CH:13]=[C:14]([N+:17]([O-:19])=[O:18])[CH:15]=[CH:16][C:11]2=[N:10][C:6]=1[CH:3]1[CH2:4][CH2:5][O:1][CH2:2]1.